From a dataset of Catalyst prediction with 721,799 reactions and 888 catalyst types from USPTO. Predict which catalyst facilitates the given reaction. (1) Product: [CH3:1][O:2][C:3](=[O:52])[NH:4][C@H:5]([C:19](=[O:51])[NH:20][CH2:21][CH2:22][CH2:23][CH2:24][C@H:25]([N:36]([S:41]([C:44]1[CH:45]=[CH:46][C:47]([NH2:50])=[CH:48][CH:49]=1)(=[O:42])=[O:43])[CH2:37][CH:38]([CH3:40])[CH3:39])[CH2:26][O:27][P:28]([OH:33])([OH:30])=[O:29])[CH:6]([C:13]1[CH:18]=[CH:17][CH:16]=[CH:15][CH:14]=1)[C:7]1[CH:8]=[CH:9][CH:10]=[CH:11][CH:12]=1. Reactant: [CH3:1][O:2][C:3](=[O:52])[NH:4][C@H:5]([C:19](=[O:51])[NH:20][CH2:21][CH2:22][CH2:23][CH2:24][C@H:25]([N:36]([S:41]([C:44]1[CH:49]=[CH:48][C:47]([NH2:50])=[CH:46][CH:45]=1)(=[O:43])=[O:42])[CH2:37][CH:38]([CH3:40])[CH3:39])[CH2:26][O:27][P:28]([O:33]CC)([O:30]CC)=[O:29])[CH:6]([C:13]1[CH:18]=[CH:17][CH:16]=[CH:15][CH:14]=1)[C:7]1[CH:12]=[CH:11][CH:10]=[CH:9][CH:8]=1.C[Si](Br)(C)C. The catalyst class is: 4. (2) Reactant: C(N(C(C)C)CC)(C)C.[C:10]([Si:14]([CH3:17])([CH3:16])Cl)([CH3:13])([CH3:12])[CH3:11].[CH2:18]([N:25]1[CH2:29][CH2:28][CH:27]([CH2:30][OH:31])[CH2:26]1)[C:19]1[CH:24]=[CH:23][CH:22]=[CH:21][CH:20]=1. Product: [CH2:18]([N:25]1[CH2:29][CH2:28][CH:27]([CH2:30][O:31][Si:14]([C:10]([CH3:13])([CH3:12])[CH3:11])([CH3:17])[CH3:16])[CH2:26]1)[C:19]1[CH:24]=[CH:23][CH:22]=[CH:21][CH:20]=1. The catalyst class is: 22. (3) Reactant: [NH:1]1[CH2:11][CH2:10][CH:4]([C:5]([O:7][CH2:8][CH3:9])=[O:6])[CH2:3][CH2:2]1.C(N(CC)CC)C.[CH3:19][N:20]([CH3:24])[C:21](Cl)=[O:22].O. Product: [CH3:19][N:20]([CH3:24])[C:21]([N:1]1[CH2:2][CH2:3][CH:4]([C:5]([O:7][CH2:8][CH3:9])=[O:6])[CH2:10][CH2:11]1)=[O:22]. The catalyst class is: 4. (4) Reactant: [CH2:1]([NH:8][CH2:9][CH:10]([OH:13])[CH2:11][CH3:12])[C:2]1[CH:7]=[CH:6][CH:5]=[CH:4][CH:3]=1.[CH2:14]1[O:17][CH:15]1[CH3:16]. Product: [CH2:1]([N:8]([CH2:14][CH:15]([OH:17])[CH3:16])[CH2:9][CH:10]([OH:13])[CH2:11][CH3:12])[C:2]1[CH:7]=[CH:6][CH:5]=[CH:4][CH:3]=1. The catalyst class is: 8. (5) Reactant: [CH:1]([O:4][C:5]1[CH:13]=[CH:12][CH:11]=[C:10]([CH2:14][CH2:15][CH2:16][CH2:17][CH2:18][CH2:19][CH2:20][CH2:21][CH2:22][CH2:23][CH2:24][CH2:25][CH2:26][CH2:27][CH3:28])[C:6]=1[C:7](Cl)=[O:8])([CH3:3])[CH3:2].[NH2:29][C:30]1[CH:37]=[CH:36][C:33]([C:34]#[N:35])=[C:32]([C:38]([F:41])([F:40])[F:39])[CH:31]=1.C(N(CC)CC)C. Product: [C:34]([C:33]1[CH:36]=[CH:37][C:30]([NH:29][C:7](=[O:8])[C:6]2[C:10]([CH2:14][CH2:15][CH2:16][CH2:17][CH2:18][CH2:19][CH2:20][CH2:21][CH2:22][CH2:23][CH2:24][CH2:25][CH2:26][CH2:27][CH3:28])=[CH:11][CH:12]=[CH:13][C:5]=2[O:4][CH:1]([CH3:3])[CH3:2])=[CH:31][C:32]=1[C:38]([F:39])([F:40])[F:41])#[N:35]. The catalyst class is: 4. (6) Reactant: [Cl:1][C:2]1[CH:31]=[C:30]([Cl:32])[CH:29]=[CH:28][C:3]=1[O:4][C:5]1[CH:10]=[CH:9][CH:8]=[CH:7][C:6]=1[NH:11][S:12]([C:15]1[CH:27]=[CH:26][C:18]([C:19]([NH:21][CH2:22][C:23](O)=[O:24])=[O:20])=[CH:17][CH:16]=1)(=[O:14])=[O:13].[NH2:33][CH2:34][CH2:35][N:36](C)[C:37](=O)O.CN(C(ON1N=NC2C=CC=CC1=2)=[N+](C)C)C.F[P-](F)(F)(F)(F)F.C(N(CC)CC)C. Product: [ClH:1].[Cl:1][C:2]1[CH:31]=[C:30]([Cl:32])[CH:29]=[CH:28][C:3]=1[O:4][C:5]1[CH:10]=[CH:9][CH:8]=[CH:7][C:6]=1[NH:11][S:12]([C:15]1[CH:16]=[CH:17][C:18]([C:19]([NH:21][CH2:22][C:23](=[O:24])[NH:33][CH2:34][CH2:35][NH:36][CH3:37])=[O:20])=[CH:26][CH:27]=1)(=[O:14])=[O:13]. The catalyst class is: 120. (7) Reactant: [NH2:1][C:2]1[CH:3]=[CH:4][C:5]([O:11][C:12]2[CH:17]=[CH:16][CH:15]=[CH:14][CH:13]=2)=[C:6]([C:8](=O)[CH3:9])[CH:7]=1.[BH4-].[Na+].[Al+3].[Cl-].[Cl-].[Cl-].O. Product: [CH2:8]([C:6]1[CH:7]=[C:2]([NH2:1])[CH:3]=[CH:4][C:5]=1[O:11][C:12]1[CH:13]=[CH:14][CH:15]=[CH:16][CH:17]=1)[CH3:9]. The catalyst class is: 1. (8) Reactant: [Br:1][C:2]1[CH:11]=[CH:10][C:5]([C:6]([O:8]C)=[O:7])=[CH:4][C:3]=1[O:12][CH3:13].[OH-].[Li+]. Product: [Br:1][C:2]1[CH:11]=[CH:10][C:5]([C:6]([OH:8])=[O:7])=[CH:4][C:3]=1[O:12][CH3:13]. The catalyst class is: 87. (9) Reactant: [Si:1]([O:8][C@@H:9]1[C@@:28]2([CH3:29])[C:13](=[CH:14][CH:15]=[C:16]3[C@@H:27]2[CH2:26][CH2:25][C@@:24]2([CH3:30])[C@H:17]3[CH2:18][CH2:19][C@@H:20]2[C@@H:21]([OH:23])[CH3:22])[CH2:12][C@@H:11]([O:31][Si:32]([C:35]([CH3:38])([CH3:37])[CH3:36])([CH3:34])[CH3:33])[CH2:10]1)([C:4]([CH3:7])([CH3:6])[CH3:5])([CH3:3])[CH3:2].[H-].[Na+].C1OCCOCCOCCOCCOC1.Br[CH2:57][C:58]([O:60][C:61]([CH3:64])([CH3:63])[CH3:62])=[O:59]. Product: [Si:1]([O:8][C@@H:9]1[C@@:28]2([CH3:29])[C:13](=[CH:14][CH:15]=[C:16]3[C@@H:27]2[CH2:26][CH2:25][C@@:24]2([CH3:30])[C@H:17]3[CH2:18][CH2:19][C@@H:20]2[C@@H:21]([O:23][CH2:57][C:58]([O:60][C:61]([CH3:64])([CH3:63])[CH3:62])=[O:59])[CH3:22])[CH2:12][C@@H:11]([O:31][Si:32]([C:35]([CH3:37])([CH3:36])[CH3:38])([CH3:33])[CH3:34])[CH2:10]1)([C:4]([CH3:7])([CH3:6])[CH3:5])([CH3:3])[CH3:2]. The catalyst class is: 7.